From a dataset of Catalyst prediction with 721,799 reactions and 888 catalyst types from USPTO. Predict which catalyst facilitates the given reaction. (1) Reactant: [Cl:1][C:2]1[N:7]=[C:6](Cl)[C:5]([I:9])=[CH:4][N:3]=1.C(N(CC)CC)C.[NH2:17][C@H:18]([CH:21]([CH3:23])[CH3:22])[CH2:19][OH:20]. Product: [Cl:1][C:2]1[N:7]=[C:6]([NH:17][C@H:18]([CH:21]([CH3:23])[CH3:22])[CH2:19][OH:20])[C:5]([I:9])=[CH:4][N:3]=1. The catalyst class is: 47. (2) Reactant: CCCCCC.C([Li])CCC.[CH3:12][C:13]1[C:17]2[CH:18]=[CH:19][CH:20]=[CH:21][C:16]=2[S:15][CH:14]=1.[Br:22][C:23]1[CH:24]=[C:25]([CH:28]=[CH:29][CH:30]=1)[CH:26]=[O:27]. Product: [Br:22][C:23]1[CH:24]=[C:25]([CH:26]([C:14]2[S:15][C:16]3[CH:21]=[CH:20][CH:19]=[CH:18][C:17]=3[C:13]=2[CH3:12])[OH:27])[CH:28]=[CH:29][CH:30]=1. The catalyst class is: 30. (3) The catalyst class is: 1. Reactant: Cl.[NH2:2][C@H:3]1[CH2:7][C@@H:6]([N:8]2[CH:16]=[N:15][C:14]3[C:9]2=[N:10][C:11]([Cl:32])=[N:12][C:13]=3[NH:17][CH2:18][CH:19]([C:26]2[CH:31]=[CH:30][CH:29]=[CH:28][CH:27]=2)[C:20]2[CH:25]=[CH:24][CH:23]=[CH:22][CH:21]=2)[C@H:5]([OH:33])[C@@H:4]1[OH:34].C(N(C(C)C)CC)(C)C.[CH:44]1([C:47](Cl)=[O:48])[CH2:46][CH2:45]1. Product: [Cl:32][C:11]1[N:10]=[C:9]2[C:14]([N:15]=[CH:16][N:8]2[C@@H:6]2[CH2:7][C@H:3]([NH:2][C:47]([CH:44]3[CH2:46][CH2:45]3)=[O:48])[C@@H:4]([OH:34])[C@H:5]2[OH:33])=[C:13]([NH:17][CH2:18][CH:19]([C:26]2[CH:27]=[CH:28][CH:29]=[CH:30][CH:31]=2)[C:20]2[CH:25]=[CH:24][CH:23]=[CH:22][CH:21]=2)[N:12]=1. (4) Reactant: [C:1]([C:3]1[CH:4]=[C:5]([C:13]2[O:17][N:16]=[C:15]([C:18]3[CH:19]=[CH:20][C:21]([CH2:28][CH2:29][C:30]([O:32]CC)=[O:31])=[C:22]4[C:26]=3[N:25]([CH3:27])[CH:24]=[CH:23]4)[N:14]=2)[CH:6]=[CH:7][C:8]=1[O:9][CH:10]([CH3:12])[CH3:11])#[N:2].[OH-].[Na+]. Product: [C:1]([C:3]1[CH:4]=[C:5]([C:13]2[O:17][N:16]=[C:15]([C:18]3[CH:19]=[CH:20][C:21]([CH2:28][CH2:29][C:30]([OH:32])=[O:31])=[C:22]4[C:26]=3[N:25]([CH3:27])[CH:24]=[CH:23]4)[N:14]=2)[CH:6]=[CH:7][C:8]=1[O:9][CH:10]([CH3:12])[CH3:11])#[N:2]. The catalyst class is: 87. (5) Reactant: C1(P(C2C=CC=CC=2)C2C=CC=CC=2)C=CC=CC=1.CC(OC(/N=N/C(OC(C)C)=O)=O)C.[N+](C1C=CC(C(O)=O)=CC=1)([O-])=O.C([C@@H]1C[C@H](O)C[C@@H]1C(OCC)=O)C.C(N(CC)CC)C.[N+:66]([C:69]1[CH:89]=[CH:88][C:72]([C:73]([O:75][C@@H:76]2[CH2:80][C@@H:79]([CH2:81][CH3:82])[C@@H:78]([C:83]([O:85][CH2:86][CH3:87])=[O:84])[CH2:77]2)=[O:74])=[CH:71][CH:70]=1)([O-:68])=[O:67]. Product: [N+:66]([C:69]1[CH:89]=[CH:88][C:72]([C:73]([O:75][CH:76]2[CH2:80][CH:79]([CH2:81][CH3:82])[CH:78]([C:83]([O:85][CH2:86][CH3:87])=[O:84])[CH2:77]2)=[O:74])=[CH:71][CH:70]=1)([O-:68])=[O:67]. The catalyst class is: 1. (6) The catalyst class is: 4. Product: [Br:1][C:2]1[CH:8]=[CH:7][C:5]([NH:6][C:11]([NH:10][C:13]2[CH:18]=[CH:17][CH:16]=[C:15]([CH3:19])[CH:14]=2)=[O:12])=[C:4]([F:9])[CH:3]=1. Reactant: [Br:1][C:2]1[CH:8]=[CH:7][C:5]([NH2:6])=[C:4]([F:9])[CH:3]=1.[N:10]([C:13]1[CH:18]=[CH:17][CH:16]=[C:15]([CH3:19])[CH:14]=1)=[C:11]=[O:12].